Dataset: Experimentally validated miRNA-target interactions with 360,000+ pairs, plus equal number of negative samples. Task: Binary Classification. Given a miRNA mature sequence and a target amino acid sequence, predict their likelihood of interaction. (1) The miRNA is hsa-miR-5186 with sequence AGAGAUUGGUAGAAAUCAGGU. The protein sequence of the target gene is MSRPSSVSPRQPAPGGGGGGGPSPCGPGGGGRAKGLKDIRIDEEVKIAVNIALERFRYGDQREMEFPSSLTSTERAFIHRLSQSLGLVSKSKGKGANRYLTVKKKDGSETAHAMMTCNLTHNTKHAVRSLIQRFPVTNKERTELLPKTERGNVFAVEAENREMSKTSGRLNNGIPQIPVKRGESEFDSFRQSLPVFEKQEEIVKIIKENKVVLIVGETGSGKTTQIPQFLLDDCFKNGIPCRIFCTQPRRLAAIAVAERVAAERRERIGQTIGYQIRLESRVSPKTLLTFCTNGVLLRTL.... Result: 0 (no interaction). (2) The miRNA is hsa-miR-302b-5p with sequence ACUUUAACAUGGAAGUGCUUUC. The protein sequence of the target gene is MPHSPLISIPHVWCHPEEEERMHDELLQAVSKGPVMFRDVSIDFSQEEWECLDADQMNLYKEVMLENFSNLVSVGLSNSKPAVISLLEQGKEPWMVDRELTRGLCSDLESMCETKILSLKKRHFSQVIITREDMSTFIQPTFLIPPQKTMSEEKPWECKICGKTFNQNSQFIQHQRIHFGEKHYESKEYGKSFSRGSLVTRHQRIHTGKKPYECKECGKAFSCSSYFSQHQRIHTGEKPYECKECGKAFKYCSNLNDHQRIHTGEKPYECKVCGKAFTKSSQLFLHLRIHTGEKPYECKE.... Result: 0 (no interaction).